This data is from Forward reaction prediction with 1.9M reactions from USPTO patents (1976-2016). The task is: Predict the product of the given reaction. (1) The product is: [CH3:13][O:12][C:9]1[CH:10]=[C:11]2[C:6](=[CH:7][C:8]=1[O:14][CH2:15][CH2:16][O:17][CH:18]1[CH2:23][CH2:22][CH2:21][CH2:20][O:19]1)[N:5]=[CH:4][N:3]=[C:2]2[O:24][C:25]1[CH:26]=[CH:27][C:28]([CH2:31][C:32]([OH:34])=[O:33])=[CH:29][CH:30]=1. Given the reactants Cl[C:2]1[C:11]2[C:6](=[CH:7][C:8]([O:14][CH2:15][CH2:16][O:17][CH:18]3[CH2:23][CH2:22][CH2:21][CH2:20][O:19]3)=[C:9]([O:12][CH3:13])[CH:10]=2)[N:5]=[CH:4][N:3]=1.[OH:24][C:25]1[CH:30]=[CH:29][C:28]([CH2:31][C:32]([OH:34])=[O:33])=[CH:27][CH:26]=1, predict the reaction product. (2) Given the reactants Cl.[NH2:2][CH2:3][C:4]([CH3:7])([SH:6])[CH3:5].C(N(CC)CC)C.[C:15]1(=[O:22])[O:21][C:19](=[O:20])[CH2:18][O:17][CH2:16]1, predict the reaction product. The product is: [CH3:5][C:4]([SH:6])([CH3:7])[CH2:3][NH:2][C:19]([CH2:18][O:17][CH2:16][C:15]([OH:22])=[O:21])=[O:20]. (3) Given the reactants F[C:2]1[CH:3]=[C:4]([CH:7]=[C:8]([C:10]([F:13])([F:12])[F:11])[CH:9]=1)[C:5]#[N:6].[CH3:14][C:15]1[NH:16][CH:17]=[CH:18][N:19]=1, predict the reaction product. The product is: [CH3:14][C:15]1[N:16]([C:2]2[CH:3]=[C:4]([CH:7]=[C:8]([C:10]([F:13])([F:12])[F:11])[CH:9]=2)[C:5]#[N:6])[CH:17]=[CH:18][N:19]=1. (4) Given the reactants [N:1]([CH2:4][CH2:5][C@:6]1([O:19][CH3:20])[C@@H:10](O)[CH2:9][N:8]([C:12]([O:14][C:15]([CH3:18])([CH3:17])[CH3:16])=[O:13])[CH2:7]1)=[N+]=[N-].C(N(CC)CC)C.CS(Cl)(=O)=O.C([O-])(O)=O.[Na+], predict the reaction product. The product is: [CH3:20][O:19][C@:6]12[CH2:7][N:8]([C:12]([O:14][C:15]([CH3:18])([CH3:17])[CH3:16])=[O:13])[CH2:9][C@H:10]1[NH:1][CH2:4][CH2:5]2. (5) Given the reactants [Cl:1][C:2]1[CH:7]=[C:6]([NH:8][C:9]([CH2:11][N:12]2[C:21]3[C:16](=[CH:17][CH:18]=[CH:19][CH:20]=3)[C:15](=[O:22])[N:14]([CH2:23][C:24]([OH:26])=O)[C:13]2=[O:27])=[O:10])[CH:5]=[C:4]([Cl:28])[N:3]=1.CN(C(ON1N=NC2C=CC=NC1=2)=[N+](C)C)C.F[P-](F)(F)(F)(F)F.C(N(CC)CC)C.[CH3:60][N:61]1[CH2:66][CH2:65][NH:64][CH2:63][CH2:62]1, predict the reaction product. The product is: [Cl:28][C:4]1[CH:5]=[C:6]([NH:8][C:9](=[O:10])[CH2:11][N:12]2[C:21]3[C:16](=[CH:17][CH:18]=[CH:19][CH:20]=3)[C:15](=[O:22])[N:14]([CH2:23][C:24]([N:64]3[CH2:65][CH2:66][N:61]([CH3:60])[CH2:62][CH2:63]3)=[O:26])[C:13]2=[O:27])[CH:7]=[C:2]([Cl:1])[N:3]=1.